From a dataset of Forward reaction prediction with 1.9M reactions from USPTO patents (1976-2016). Predict the product of the given reaction. (1) Given the reactants [C:1]([O:5][C:6]([CH:8]([CH2:16][C:17]([O:19][CH2:20][CH3:21])=[O:18])[C:9]([O:11][C:12]([CH3:15])([CH3:14])[CH3:13])=[O:10])=[O:7])([CH3:4])([CH3:3])[CH3:2].I[CH2:23][CH2:24][CH2:25][CH2:26][CH2:27][CH3:28].[H-].[Na+], predict the reaction product. The product is: [C:1]([O:5][C:6]([C:8]([CH2:23][CH2:24][CH2:25][CH2:26][CH2:27][CH3:28])([CH2:16][C:17]([O:19][CH2:20][CH3:21])=[O:18])[C:9]([O:11][C:12]([CH3:13])([CH3:14])[CH3:15])=[O:10])=[O:7])([CH3:4])([CH3:2])[CH3:3]. (2) The product is: [CH3:1][O:2][C:3]1[CH:11]=[C:10]([N:12]2[CH2:13][CH2:14][N:15]([CH3:18])[CH2:16][CH2:17]2)[C:9]([N+:19]([O-:21])=[O:20])=[CH:8][C:4]=1[NH:24][C:28](=[O:38])[O:52][C:48]([CH3:51])([CH3:50])[CH3:49]. Given the reactants [CH3:1][O:2][C:3]1[CH:11]=[C:10]([N:12]2[CH2:17][CH2:16][N:15]([CH3:18])[CH2:14][CH2:13]2)[C:9]([N+:19]([O-:21])=[O:20])=[CH:8][C:4]=1C(O)=O.CC[N:24]([CH:28](C)C)C(C)C.C1(P(N=[N+]=[N-])(C2C=CC=CC=2)=[O:38])C=CC=CC=1.[C:48]([OH:52])([CH3:51])([CH3:50])[CH3:49], predict the reaction product. (3) The product is: [F:28][C:25]1[CH:24]=[CH:23][C:22]([CH2:21][CH:18]2[CH2:19][CH2:20][N:15]([CH2:14][CH:9]3[CH2:10][CH2:11][CH2:12][CH2:13][NH:8]3)[CH2:16][CH2:17]2)=[CH:27][CH:26]=1. Given the reactants C(OC([N:8]1[CH2:13][CH2:12][CH2:11][CH2:10][CH:9]1[CH2:14][N:15]1[CH2:20][CH2:19][CH:18]([CH2:21][C:22]2[CH:27]=[CH:26][C:25]([F:28])=[CH:24][CH:23]=2)[CH2:17][CH2:16]1)=O)(C)(C)C.[OH-].[Na+].CCOC(C)=O, predict the reaction product. (4) Given the reactants [C:1]1([CH3:10])[CH:6]=[CH:5][C:4]([S:7]([O-:9])=[O:8])=[CH:3][CH:2]=1.[Na+].Br[CH2:13][C:14](=[O:16])[CH3:15], predict the reaction product. The product is: [CH3:10][C:1]1[CH:6]=[CH:5][C:4]([S:7]([CH2:13][C:14]([CH3:15])=[O:16])(=[O:9])=[O:8])=[CH:3][CH:2]=1. (5) Given the reactants F[C:2]1[N:10]=[C:9]2[C:5]([N:6]=[CH:7][N:8]2[CH:11]([CH3:13])[CH3:12])=[C:4]([NH:14][CH2:15][C:16]2[CH:21]=[CH:20][CH:19]=[CH:18][N:17]=2)[N:3]=1.CCN(C(C)C)C(C)C.[NH2:31][C@H:32]([CH2:36][CH3:37])[C@@H:33]([OH:35])[CH3:34], predict the reaction product. The product is: [CH:11]([N:8]1[CH:7]=[N:6][C:5]2[C:9]1=[N:10][C:2]([NH:31][C@H:32]([CH2:36][CH3:37])[C@@H:33]([OH:35])[CH3:34])=[N:3][C:4]=2[NH:14][CH2:15][C:16]1[CH:21]=[CH:20][CH:19]=[CH:18][N:17]=1)([CH3:13])[CH3:12].